From a dataset of TCR-epitope binding with 47,182 pairs between 192 epitopes and 23,139 TCRs. Binary Classification. Given a T-cell receptor sequence (or CDR3 region) and an epitope sequence, predict whether binding occurs between them. (1) The epitope is RLRAEAQVK. The TCR CDR3 sequence is CASSQKVGSGVGTGELFF. Result: 0 (the TCR does not bind to the epitope). (2) The epitope is LLWNGPMAV. The TCR CDR3 sequence is CASSAYNEQFF. Result: 1 (the TCR binds to the epitope). (3) The epitope is NLNESLIDL. The TCR CDR3 sequence is CASSYDRGYTGELFF. Result: 0 (the TCR does not bind to the epitope). (4) The epitope is HSKKKCDEL. The TCR CDR3 sequence is CASSLWSGGADTQYF. Result: 0 (the TCR does not bind to the epitope).